From a dataset of Forward reaction prediction with 1.9M reactions from USPTO patents (1976-2016). Predict the product of the given reaction. (1) Given the reactants [C:1]([N:4]1[C:13]2[C:8](=[CH:9][C:10]([C:14]([O:16][CH2:17][CH3:18])=[O:15])=[CH:11][CH:12]=2)[CH:7]([NH2:19])[CH:6]([CH3:20])[CH:5]1[CH:21]1[CH2:23][CH2:22]1)(=[O:3])[CH3:2].C([N:27]1[C:36]2[C:31](=CC(C(OCC)=O)=CC=2)[C@H:30]([NH2:42])[C@@H](C)[C@@H:28]1C1CC1)(=O)C.FC1N=CC=CN=1.CCN(C(C)C)C(C)C, predict the reaction product. The product is: [C:1]([N:4]1[C:13]2[C:8](=[CH:9][C:10]([C:14]([O:16][CH2:17][CH3:18])=[O:15])=[CH:11][CH:12]=2)[CH:7]([NH:19][C:28]2[N:42]=[CH:30][CH:31]=[CH:36][N:27]=2)[CH:6]([CH3:20])[CH:5]1[CH:21]1[CH2:22][CH2:23]1)(=[O:3])[CH3:2]. (2) Given the reactants [CH3:1][C:2]1[CH:7]=[CH:6][N:5]=[C:4]([S:8][CH3:9])[N:3]=1.[Li+].C[Si]([N-][Si](C)(C)C)(C)C.[CH:20]1([CH2:23][C:24](N(OC)C)=[O:25])[CH2:22][CH2:21]1, predict the reaction product. The product is: [CH:20]1([CH2:23][C:24](=[O:25])[CH2:1][C:2]2[CH:7]=[CH:6][N:5]=[C:4]([S:8][CH3:9])[N:3]=2)[CH2:22][CH2:21]1. (3) Given the reactants [CH2:1]([O:3][C:4]([C:6]1[C:7]([OH:26])=[C:8]2[C:16](Br)=[C:15](Br)[N:14]([CH2:19][C:20]3[CH:25]=[CH:24][CH:23]=[CH:22][CH:21]=3)[C:9]2=[C:10]([C:12]#[N:13])[N:11]=1)=[O:5])[CH3:2].C([O-])=O.[NH4+], predict the reaction product. The product is: [CH2:1]([O:3][C:4]([C:6]1[C:7]([OH:26])=[C:8]2[CH:16]=[CH:15][N:14]([CH2:19][C:20]3[CH:21]=[CH:22][CH:23]=[CH:24][CH:25]=3)[C:9]2=[C:10]([C:12]#[N:13])[N:11]=1)=[O:5])[CH3:2]. (4) The product is: [NH2:15][C:13]1[N:12]=[C:11]([NH2:16])[CH:10]=[C:9]([CH2:8][CH2:7][CH2:6][CH2:5][C:4]([OH:17])=[O:3])[N:14]=1. Given the reactants C([O:3][C:4](=[O:17])[CH2:5][CH2:6][CH2:7][CH2:8][C:9]1[N:14]=[C:13]([NH2:15])[N:12]=[C:11]([NH2:16])[CH:10]=1)C.[OH-].[Na+].Cl, predict the reaction product.